This data is from Full USPTO retrosynthesis dataset with 1.9M reactions from patents (1976-2016). The task is: Predict the reactants needed to synthesize the given product. (1) Given the product [CH3:1][S:2][C:3]1[CH:4]=[CH:5][C:6]([C:9]2[CH:10]=[C:11]([OH:13])[N:20]([CH:18]([CH3:19])[CH3:17])[N:21]=2)=[CH:7][CH:8]=1, predict the reactants needed to synthesize it. The reactants are: [CH3:1][S:2][C:3]1[CH:8]=[CH:7][C:6]([C:9](=O)[CH2:10][C:11]([O:13]C)=O)=[CH:5][CH:4]=1.Cl.[CH3:17][CH:18]([NH:20][NH2:21])[CH3:19].C(N(CC)CC)C. (2) Given the product [F:1][C:2]1[CH:3]=[CH:4][C:5]2[N:6]([C:8]([CH2:11][OH:12])=[N:9][C:10]=2[I:18])[CH:7]=1, predict the reactants needed to synthesize it. The reactants are: [F:1][C:2]1[CH:3]=[CH:4][C:5]2[N:6]([C:8]([CH2:11][OH:12])=[N:9][CH:10]=2)[CH:7]=1.C(=O)(O)[O-].[Na+].[I:18]I. (3) Given the product [Cl:27][C:13]1[CH:14]=[C:15]([N:19]2[C:24](=[O:25])[NH:23][C:22](=[O:26])[CH:21]=[N:20]2)[CH:16]=[C:17]([Cl:18])[C:12]=1[CH:4]([C:5]1[CH:10]=[CH:9][C:8]([Cl:11])=[CH:7][CH:6]=1)[C:3]1[N:36]=[C:35]([C:29]2[CH:34]=[CH:33][CH:32]=[CH:31][CH:30]=2)[S:37][CH:2]=1, predict the reactants needed to synthesize it. The reactants are: Br[CH2:2][C:3](=O)[CH:4]([C:12]1[C:17]([Cl:18])=[CH:16][C:15]([N:19]2[C:24](=[O:25])[NH:23][C:22](=[O:26])[CH:21]=[N:20]2)=[CH:14][C:13]=1[Cl:27])[C:5]1[CH:10]=[CH:9][C:8]([Cl:11])=[CH:7][CH:6]=1.[C:29]1([C:35](=[S:37])[NH2:36])[CH:34]=[CH:33][CH:32]=[CH:31][CH:30]=1. (4) The reactants are: Cl[C:2]1[CH:7]=[C:6]([CH2:8][C:9]([CH3:12])([CH3:11])[CH3:10])[N:5]=[CH:4][N:3]=1.[C:13]([Si:15]([CH3:18])([CH3:17])[CH3:16])#[CH:14]. Given the product [CH2:8]([C:6]1[CH:7]=[C:2]([C:14]#[C:13][Si:15]([CH3:18])([CH3:17])[CH3:16])[N:3]=[CH:4][N:5]=1)[C:9]([CH3:12])([CH3:11])[CH3:10], predict the reactants needed to synthesize it.